From a dataset of Forward reaction prediction with 1.9M reactions from USPTO patents (1976-2016). Predict the product of the given reaction. (1) Given the reactants [Cl:1][C:2]1[CH:7]=[CH:6][C:5]([C:8](=O)[C:9]([C:12]2[CH:17]=[CH:16][N:15]=[CH:14][CH:13]=2)=[N:10]O)=[CH:4][CH:3]=1.[C:19]1([CH:25]([C:28]2[CH:33]=[CH:32][CH:31]=[CH:30][CH:29]=2)[CH:26]=O)[CH:24]=[CH:23][CH:22]=[CH:21][CH:20]=1.[CH2:34]([NH2:36])[CH3:35].O1CCCC1.N, predict the reaction product. The product is: [CH:25]([C:26]1[N:36]([CH2:34][CH3:35])[C:8]([C:5]2[CH:6]=[CH:7][C:2]([Cl:1])=[CH:3][CH:4]=2)=[C:9]([C:12]2[CH:17]=[CH:16][N:15]=[CH:14][CH:13]=2)[N:10]=1)([C:28]1[CH:33]=[CH:32][CH:31]=[CH:30][CH:29]=1)[C:19]1[CH:24]=[CH:23][CH:22]=[CH:21][CH:20]=1. (2) Given the reactants [C:1]([O:4][CH2:5][C:6]([CH2:8][O:9][C:10](=[O:12])[CH3:11])=[O:7])(=[O:3])[CH3:2].[C:13]([Mg]Br)#[CH:14], predict the reaction product. The product is: [C:1]([O:4][CH2:5][C:6]([CH2:8][O:9][C:10](=[O:12])[CH3:11])([OH:7])[C:13]#[CH:14])(=[O:3])[CH3:2]. (3) Given the reactants [C:1]([C:3]1[CH:4]=[C:5]([S:10]([NH:13][C:14]2[S:18][N:17]=[CH:16][N:15]=2)(=[O:12])=[O:11])[CH:6]=[CH:7][C:8]=1F)#[N:2].[C:19]([O:23][C:24]([N:26]1[CH2:31][CH2:30][N:29]([C:32]2[N:37]=[C:36]([C:38]3[CH:43]=[C:42]([Cl:44])[CH:41]=[CH:40][C:39]=3[OH:45])[CH:35]=[CH:34][N:33]=2)[CH2:28][CH2:27]1)=[O:25])([CH3:22])([CH3:21])[CH3:20].C(=O)([O-])[O-].[K+].[K+].CS(C)=O.[Cl-].[NH4+], predict the reaction product. The product is: [C:19]([O:23][C:24]([N:26]1[CH2:31][CH2:30][N:29]([C:32]2[N:37]=[C:36]([C:38]3[CH:43]=[C:42]([Cl:44])[CH:41]=[CH:40][C:39]=3[O:45][C:8]3[CH:7]=[CH:6][C:5]([S:10]([NH:13][C:14]4[S:18][N:17]=[CH:16][N:15]=4)(=[O:12])=[O:11])=[CH:4][C:3]=3[C:1]#[N:2])[CH:35]=[CH:34][N:33]=2)[CH2:28][CH2:27]1)=[O:25])([CH3:22])([CH3:20])[CH3:21]. (4) Given the reactants [C:1]([O:5][C:6]([N:8]1[CH2:11][CH:10]([C:12]2[C:21](Cl)=[N:20][C:19]3[C:14](=[CH:15][CH:16]=[CH:17][CH:18]=3)[N:13]=2)[CH2:9]1)=[O:7])([CH3:4])([CH3:3])[CH3:2].[NH:23]1[CH2:28][CH2:27][CH:26]([CH2:29][OH:30])[CH2:25][CH2:24]1.CCN(CC)CC, predict the reaction product. The product is: [C:1]([O:5][C:6]([N:8]1[CH2:11][CH:10]([C:12]2[C:21]([N:23]3[CH2:28][CH2:27][CH:26]([CH2:29][OH:30])[CH2:25][CH2:24]3)=[N:20][C:19]3[C:14](=[CH:15][CH:16]=[CH:17][CH:18]=3)[N:13]=2)[CH2:9]1)=[O:7])([CH3:4])([CH3:3])[CH3:2]. (5) Given the reactants [CH3:1][C:2]1[CH:3]=[C:4]([C:24]#N)[CH:5]=[C:6]2[C:10]=1[C:9](=[O:11])[N:8]([CH2:12][C:13]1[CH:18]=[CH:17][C:16]([O:19][C:20]([F:23])([F:22])[F:21])=[CH:15][CH:14]=1)[CH2:7]2.C(O)=[O:27], predict the reaction product. The product is: [CH3:1][C:2]1[CH:3]=[C:4]([CH:24]=[O:27])[CH:5]=[C:6]2[C:10]=1[C:9](=[O:11])[N:8]([CH2:12][C:13]1[CH:18]=[CH:17][C:16]([O:19][C:20]([F:23])([F:22])[F:21])=[CH:15][CH:14]=1)[CH2:7]2. (6) Given the reactants [C:1]1([C@H:7]([O:23][C:24]2[CH:29]=[CH:28][C:27]([C:30]([F:33])([F:32])[F:31])=[CH:26][CH:25]=2)[CH2:8][CH2:9][CH2:10][CH2:11][N:12]2C(=O)C3C(=CC=CC=3)C2=O)[CH:6]=[CH:5][CH:4]=[CH:3][CH:2]=1.O.NN, predict the reaction product. The product is: [C:1]1([C@H:7]([O:23][C:24]2[CH:25]=[CH:26][C:27]([C:30]([F:31])([F:32])[F:33])=[CH:28][CH:29]=2)[CH2:8][CH2:9][CH2:10][CH2:11][NH2:12])[CH:6]=[CH:5][CH:4]=[CH:3][CH:2]=1. (7) Given the reactants [CH2:1]([C:8]1[C:17]2[C:12](=[CH:13][CH:14]=[CH:15][CH:16]=2)[C:11]([N:18]2[CH2:23][CH2:22][NH:21][CH2:20][CH2:19]2)=[N:10][N:9]=1)[C:2]1[CH:7]=[CH:6][CH:5]=[CH:4][CH:3]=1.Cl[C:25]1[N:30]=[CH:29][C:28]([C:31]#[N:32])=[CH:27][N:26]=1.CC#N, predict the reaction product. The product is: [CH2:1]([C:8]1[C:17]2[C:12](=[CH:13][CH:14]=[CH:15][CH:16]=2)[C:11]([N:18]2[CH2:23][CH2:22][N:21]([C:25]3[N:30]=[CH:29][C:28]([C:31]#[N:32])=[CH:27][N:26]=3)[CH2:20][CH2:19]2)=[N:10][N:9]=1)[C:2]1[CH:3]=[CH:4][CH:5]=[CH:6][CH:7]=1.